Dataset: Catalyst prediction with 721,799 reactions and 888 catalyst types from USPTO. Task: Predict which catalyst facilitates the given reaction. (1) Reactant: C(N(CC)CC)C.[N:8]1[CH:13]=[CH:12][CH:11]=[CH:10][C:9]=1[C:14](Cl)=[O:15].C(Cl)(Cl)Cl.[NH2:21][C:22]1[CH:34]=[CH:33][C:32]([O:35][C:36]2[CH:37]=[N:38][C:39]([C:42]3[N:46]=[C:45]([CH3:47])[O:44][N:43]=3)=[CH:40][CH:41]=2)=[CH:31][C:23]=1[CH2:24][N:25]1[CH2:29][CH2:28][CH2:27][C:26]1=[O:30]. Product: [CH3:47][C:45]1[O:44][N:43]=[C:42]([C:39]2[N:38]=[CH:37][C:36]([O:35][C:32]3[CH:33]=[CH:34][C:22]([NH:21][C:14]([C:9]4[CH:10]=[CH:11][CH:12]=[CH:13][N:8]=4)=[O:15])=[C:23]([CH2:24][N:25]4[CH2:29][CH2:28][CH2:27][C:26]4=[O:30])[CH:31]=3)=[CH:41][CH:40]=2)[N:46]=1. The catalyst class is: 6. (2) Reactant: [N:1]1([C:5]([C@@H:7]2[CH2:12][C@H:11]([N:13]([C:18]([C:20]3[N:24]([CH2:25][CH2:26][CH2:27][CH2:28][O:29][CH3:30])[C:23]4[CH:31]=[CH:32][C:33]([F:35])=[CH:34][C:22]=4[N:21]=3)=[O:19])[CH2:14][CH:15]([CH3:17])[CH3:16])[CH2:10][N:9](C(OC(C)(C)C)=O)[CH2:8]2)=[O:6])[CH2:4][CH2:3][CH2:2]1.C(=O)(O)[O-].[Na+]. Product: [N:1]1([C:5]([C@H:7]2[CH2:8][NH:9][CH2:10][C@@H:11]([N:13]([CH2:14][CH:15]([CH3:17])[CH3:16])[C:18]([C:20]3[N:24]([CH2:25][CH2:26][CH2:27][CH2:28][O:29][CH3:30])[C:23]4[CH:31]=[CH:32][C:33]([F:35])=[CH:34][C:22]=4[N:21]=3)=[O:19])[CH2:12]2)=[O:6])[CH2:2][CH2:3][CH2:4]1. The catalyst class is: 55.